Dataset: Reaction yield outcomes from USPTO patents with 853,638 reactions. Task: Predict the reaction yield, written as a fraction of the theoretical maximum amount of product (1.0 means a 100% yield; for example, 0.34 means a 34% yield). (1) The catalyst is CCCCO. The reactants are Cl[C:2]1[N:7]=[C:6]([N:8]([CH3:22])[CH:9]2[CH2:13][CH2:12][N:11]([C:14]3[CH:21]=[CH:20][C:17]([C:18]#[N:19])=[CH:16][N:15]=3)[CH2:10]2)[C:5]([Cl:23])=[CH:4][N:3]=1.CCN(C(C)C)C(C)C.Cl.[CH3:34][N:35]1[CH:39]=[C:38]([NH2:40])[CH:37]=[N:36]1. The yield is 0.567. The product is [Cl:23][C:5]1[C:6]([N:8]([CH3:22])[CH:9]2[CH2:13][CH2:12][N:11]([C:14]3[CH:21]=[CH:20][C:17]([C:18]#[N:19])=[CH:16][N:15]=3)[CH2:10]2)=[N:7][C:2]([NH:40][C:38]2[CH:37]=[N:36][N:35]([CH3:34])[CH:39]=2)=[N:3][CH:4]=1. (2) The reactants are [CH2:1]([NH2:8])[CH2:2][CH2:3][CH2:4][CH2:5][CH:6]=[CH2:7].[C:9]([O-:12])([O-])=O.[K+].[K+].CI.[CH3:17][N:18](C=O)C. The catalyst is O. The product is [NH2:8][C:1]1[C:6]([CH3:7])=[C:5]([O:12][CH3:9])[CH:4]=[CH:3][C:2]=1[C:17]#[N:18]. The yield is 0.930. (3) The reactants are [N:1]([O-])=O.[Na+].[Cl:5][C:6]1[CH:7]=[C:8]([CH:10]=[CH:11][CH:12]=1)[NH2:9].S([NH:23][N:24]=[CH:25][CH:26]=[CH:27][C:28]1[CH:33]=[CH:32][CH:31]=[CH:30][CH:29]=1)(C1C=CC(C)=CC=1)(=O)=O. The catalyst is O.Cl.C(O)C.N1C=CC=CC=1. The product is [Cl:5][C:6]1[CH:7]=[C:8]([N:9]2[N:1]=[C:25]([CH:26]=[CH:27][C:28]3[CH:33]=[CH:32][CH:31]=[CH:30][CH:29]=3)[NH:24][NH:23]2)[CH:10]=[CH:11][CH:12]=1. The yield is 0.190. (4) The reactants are Br[CH2:2][C:3]([C:5]1[CH:10]=[CH:9][C:8]([Br:11])=[CH:7][CH:6]=1)=O.[CH3:12][C:13]([C:16]([NH2:18])=[NH:17])([CH3:15])[CH3:14].Cl.C([O-])([O-])=O.[K+].[K+]. The catalyst is CN(C)C=O. The product is [Br:11][C:8]1[CH:9]=[CH:10][C:5]([C:3]2[N:17]=[C:16]([C:13]([CH3:15])([CH3:14])[CH3:12])[NH:18][CH:2]=2)=[CH:6][CH:7]=1. The yield is 0.810. (5) The reactants are [CH3:1][O:2][CH2:3][C:4]1[O:5][C:6]2[CH:12]=[C:11]([C:13](O)=[O:14])[CH:10]=[C:9]([O:16][C:17]3[CH:22]=[CH:21][C:20]([S:23]([CH3:26])(=[O:25])=[O:24])=[CH:19][CH:18]=3)[C:7]=2[CH:8]=1.CN(C(ON1N=NC2C=CC=NC1=2)=[N+](C)C)C.F[P-](F)(F)(F)(F)F.CCN(C(C)C)C(C)C.[NH2:60][C:61]1[CH:66]=[CH:65][C:64]([CH3:67])=[CH:63][N:62]=1. The catalyst is CN(C=O)C. The product is [CH3:1][O:2][CH2:3][C:4]1[O:5][C:6]2[CH:12]=[C:11]([C:13]([NH:60][C:61]3[CH:66]=[CH:65][C:64]([CH3:67])=[CH:63][N:62]=3)=[O:14])[CH:10]=[C:9]([O:16][C:17]3[CH:22]=[CH:21][C:20]([S:23]([CH3:26])(=[O:24])=[O:25])=[CH:19][CH:18]=3)[C:7]=2[CH:8]=1. The yield is 0.550.